Dataset: Peptide-MHC class II binding affinity with 134,281 pairs from IEDB. Task: Regression. Given a peptide amino acid sequence and an MHC pseudo amino acid sequence, predict their binding affinity value. This is MHC class II binding data. The peptide sequence is TNHLSKCQFDHVNTL. The MHC is H-2-IAb with pseudo-sequence H-2-IAb. The binding affinity (normalized) is 0.